From a dataset of Full USPTO retrosynthesis dataset with 1.9M reactions from patents (1976-2016). Predict the reactants needed to synthesize the given product. Given the product [Si:29]([O:28][C@@H:11]1[C@@H:10]([CH2:9][OH:8])[CH2:14][C@@H:13]([N:15]2[C:23](=[O:24])[C:22]3[C:17](=[CH:18][CH:19]=[CH:20][CH:21]=3)[C:16]2=[O:25])[C@@H:12]1[O:26][CH3:27])([C:42]([CH3:43])([CH3:45])[CH3:44])([C:36]1[CH:37]=[CH:38][CH:39]=[CH:40][CH:41]=1)[C:30]1[CH:31]=[CH:32][CH:33]=[CH:34][CH:35]=1, predict the reactants needed to synthesize it. The reactants are: [Si]([O:8][CH2:9][C@H:10]1[CH2:14][C@@H:13]([N:15]2[C:23](=[O:24])[C:22]3[C:17](=[CH:18][CH:19]=[CH:20][CH:21]=3)[C:16]2=[O:25])[C@H:12]([O:26][CH3:27])[C@@H:11]1[O:28][Si:29]([C:42]([CH3:45])([CH3:44])[CH3:43])([C:36]1[CH:41]=[CH:40][CH:39]=[CH:38][CH:37]=1)[C:30]1[CH:35]=[CH:34][CH:33]=[CH:32][CH:31]=1)(C(C)(C)C)(C)C.CC1C=CC(S([O-])(=O)=O)=CC=1.C1C=C[NH+]=CC=1.